From a dataset of Catalyst prediction with 721,799 reactions and 888 catalyst types from USPTO. Predict which catalyst facilitates the given reaction. (1) Reactant: C(ON)C1C=CC=CC=1.C(Cl)(=O)C.C([O:16][P:17]([O:21][CH2:22][CH3:23])[O:18][CH2:19][CH3:20])C.[Br:24][CH2:25][CH2:26][CH2:27]Br. Product: [Br:24][CH2:25][CH2:26][CH2:27][P:17](=[O:16])([O:18][CH2:19][CH3:20])[O:21][CH2:22][CH3:23]. The catalyst class is: 66. (2) Reactant: Br[C:2]1[N:10]([CH2:11][C@H:12]2[CH2:17][CH2:16][C@H:15]([CH3:18])[CH2:14][CH2:13]2)[C:9]2[C:4](=[N:5][C:6]([C:26]#[N:27])=[N:7][C:8]=2[C:19]2[CH:24]=[CH:23][CH:22]=[C:21]([Cl:25])[CH:20]=2)[N:3]=1.[CH:28]1(B(O)O)[CH2:30][CH2:29]1.P([O-])([O-])([O-])=O.[K+].[K+].[K+]. Product: [Cl:25][C:21]1[CH:20]=[C:19]([C:8]2[N:7]=[C:6]([C:26]#[N:27])[N:5]=[C:4]3[C:9]=2[N:10]([CH2:11][C@H:12]2[CH2:17][CH2:16][C@H:15]([CH3:18])[CH2:14][CH2:13]2)[C:2]([CH:28]2[CH2:30][CH2:29]2)=[N:3]3)[CH:24]=[CH:23][CH:22]=1. The catalyst class is: 587. (3) Reactant: [F:1][C:2]1[CH:7]=[CH:6][C:5]([C:8]2[C:12]3[CH:13]=[N:14][C:15]([NH:17]C(=O)OCCCC)=[CH:16][C:11]=3[N:10]([C:25]([C:38]3[CH:43]=[CH:42][CH:41]=[CH:40][CH:39]=3)([C:32]3[CH:37]=[CH:36][CH:35]=[CH:34][CH:33]=3)[C:26]3[CH:31]=[CH:30][CH:29]=[CH:28][CH:27]=3)[N:9]=2)=[CH:4][CH:3]=1. Product: [F:1][C:2]1[CH:7]=[CH:6][C:5]([C:8]2[C:12]3[CH:13]=[N:14][C:15]([NH2:17])=[CH:16][C:11]=3[N:10]([C:25]([C:38]3[CH:39]=[CH:40][CH:41]=[CH:42][CH:43]=3)([C:32]3[CH:33]=[CH:34][CH:35]=[CH:36][CH:37]=3)[C:26]3[CH:31]=[CH:30][CH:29]=[CH:28][CH:27]=3)[N:9]=2)=[CH:4][CH:3]=1. The catalyst class is: 601.